Dataset: Retrosynthesis with 50K atom-mapped reactions and 10 reaction types from USPTO. Task: Predict the reactants needed to synthesize the given product. (1) Given the product COC(=O)c1ccc(Cn2cc(-c3ccc(Cl)cc3Cl)nc2/C=C/c2ccc(-c3ccc(Oc4ccc([N+](=O)[O-])cc4)cc3)cc2)cc1, predict the reactants needed to synthesize it. The reactants are: COC(=O)c1ccc(Cn2cc(-c3ccc(Cl)cc3Cl)nc2/C=C/c2ccc(-c3ccc(O)cc3)cc2)cc1.O=[N+]([O-])c1ccc(F)cc1. (2) The reactants are: O=C1OCc2cc(-c3ccc(C4OCCO4)s3)ccc21. Given the product O=Cc1ccc(-c2ccc3c(c2)COC3=O)s1, predict the reactants needed to synthesize it. (3) The reactants are: COC(=O)C1(NC(=O)c2cc3ccccc3cc2N)CCCCC1. Given the product Nc1cc2ccccc2cc1C(=O)NC1(C(=O)O)CCCCC1, predict the reactants needed to synthesize it. (4) Given the product COc1ccc(C(=O)Nc2ccc(C(C)(C)CNC(C)=O)c(-c3cccnc3)c2)cc1OC, predict the reactants needed to synthesize it. The reactants are: CC(=O)NCC(C)(C)c1ccc(N)cc1-c1cccnc1.COc1ccc(C(=O)Cl)cc1OC.